From a dataset of Reaction yield outcomes from USPTO patents with 853,638 reactions. Predict the reaction yield, written as a fraction of the theoretical maximum amount of product (1.0 means a 100% yield; for example, 0.34 means a 34% yield). (1) The reactants are [Cl:1][C:2]1[CH:7]=[C:6]([Cl:8])[CH:5]=[C:4]([Cl:9])[C:3]=1[N:10]1[C:14]2=[N:15][C:16]([CH2:20][C:21]3[CH:26]=[CH:25][C:24]([NH2:27])=[CH:23][CH:22]=3)=[N:17][C:18](=[O:19])[C:13]2=[C:12]([CH:28]([CH3:30])[CH3:29])[NH:11]1.C(N(CC)CC)C.[Cl:38][CH2:39][C:40](Cl)=[O:41]. The catalyst is C1COCC1.CN(C=O)C. The product is [Cl:1][C:2]1[CH:7]=[C:6]([Cl:8])[CH:5]=[C:4]([Cl:9])[C:3]=1[N:10]1[C:14]2=[N:15][C:16]([CH2:20][C:21]3[CH:26]=[CH:25][C:24]([NH:27][C:40](=[O:41])[CH2:39][Cl:38])=[CH:23][CH:22]=3)=[N:17][C:18](=[O:19])[C:13]2=[C:12]([CH:28]([CH3:30])[CH3:29])[NH:11]1. The yield is 0.950. (2) The reactants are C(OC(=O)C)(=O)C.[CH:8]1[C:21]2[C:20](=[O:22])[C:19]3[C:14](=[CH:15][CH:16]=[CH:17][CH:18]=3)[O:13][C:12]=2[CH:11]=[CH:10][CH:9]=1.C(O)(=O)C.C(O)(=O)C.[I:31][C:32]1[CH:37]=[CH:36][CH:35]=[CH:34][CH:33]=1.S(=O)(=O)(O)O.[F:43][B-:44]([F:47])([F:46])[F:45].[K+]. The catalyst is O.C1(C)C=CC=CC=1. The product is [F:43][B-:44]([F:47])([F:46])[F:45].[C:32]1([I+:31][C:9]2[CH:10]=[CH:11][C:12]3[O:13][C:14]4[C:19](=[CH:18][CH:17]=[CH:16][CH:15]=4)[C:20](=[O:22])[C:21]=3[CH:8]=2)[CH:37]=[CH:36][CH:35]=[CH:34][CH:33]=1. The yield is 0.470.